Dataset: NCI-60 drug combinations with 297,098 pairs across 59 cell lines. Task: Regression. Given two drug SMILES strings and cell line genomic features, predict the synergy score measuring deviation from expected non-interaction effect. (1) Drug 1: C1=CN(C=N1)CC(O)(P(=O)(O)O)P(=O)(O)O. Drug 2: CC(C)CN1C=NC2=C1C3=CC=CC=C3N=C2N. Cell line: KM12. Synergy scores: CSS=-10.4, Synergy_ZIP=3.08, Synergy_Bliss=-0.515, Synergy_Loewe=-3.00, Synergy_HSA=-5.21. (2) Drug 1: CC1CCC2CC(C(=CC=CC=CC(CC(C(=O)C(C(C(=CC(C(=O)CC(OC(=O)C3CCCCN3C(=O)C(=O)C1(O2)O)C(C)CC4CCC(C(C4)OC)O)C)C)O)OC)C)C)C)OC. Drug 2: CC1=C(C(=CC=C1)Cl)NC(=O)C2=CN=C(S2)NC3=CC(=NC(=N3)C)N4CCN(CC4)CCO. Cell line: KM12. Synergy scores: CSS=2.10, Synergy_ZIP=1.02, Synergy_Bliss=6.18, Synergy_Loewe=0.761, Synergy_HSA=1.82. (3) Drug 1: CC1=CC2C(CCC3(C2CCC3(C(=O)C)OC(=O)C)C)C4(C1=CC(=O)CC4)C. Drug 2: CCCCC(=O)OCC(=O)C1(CC(C2=C(C1)C(=C3C(=C2O)C(=O)C4=C(C3=O)C=CC=C4OC)O)OC5CC(C(C(O5)C)O)NC(=O)C(F)(F)F)O. Cell line: HCT-15. Synergy scores: CSS=-2.11, Synergy_ZIP=0.797, Synergy_Bliss=-1.75, Synergy_Loewe=-2.31, Synergy_HSA=-3.76. (4) Drug 1: CC1OCC2C(O1)C(C(C(O2)OC3C4COC(=O)C4C(C5=CC6=C(C=C35)OCO6)C7=CC(=C(C(=C7)OC)O)OC)O)O. Drug 2: CC(C1=C(C=CC(=C1Cl)F)Cl)OC2=C(N=CC(=C2)C3=CN(N=C3)C4CCNCC4)N. Cell line: TK-10. Synergy scores: CSS=23.3, Synergy_ZIP=-6.04, Synergy_Bliss=-4.47, Synergy_Loewe=-7.01, Synergy_HSA=-4.09.